Dataset: Full USPTO retrosynthesis dataset with 1.9M reactions from patents (1976-2016). Task: Predict the reactants needed to synthesize the given product. (1) Given the product [CH2:1]([N:8]1[CH2:14][CH2:13][CH2:12][O:11][CH:10]([CH2:15][C:16]2[CH:17]=[CH:18][C:19]([F:22])=[CH:20][CH:21]=2)[CH2:9]1)[C:2]1[CH:3]=[CH:4][CH:5]=[CH:6][CH:7]=1, predict the reactants needed to synthesize it. The reactants are: [CH2:1]([N:8]1[CH2:14][CH2:13][CH2:12][O:11][CH:10]([CH2:15][C:16]2[CH:21]=[CH:20][C:19]([F:22])=[CH:18][CH:17]=2)[C:9]1=O)[C:2]1[CH:7]=[CH:6][CH:5]=[CH:4][CH:3]=1.[H-].[H-].[H-].[H-].[Li+].[Al+3]. (2) Given the product [F:1][C:2]1[CH:3]=[C:4]2[C:10]([I:11])=[N:9][N:8]([CH2:15][C:14]3[CH:17]=[CH:18][CH:19]=[CH:20][C:13]=3[F:12])[C:5]2=[N:6][CH:7]=1, predict the reactants needed to synthesize it. The reactants are: [F:1][C:2]1[CH:3]=[C:4]2[C:10]([I:11])=[N:9][NH:8][C:5]2=[N:6][CH:7]=1.[F:12][C:13]1[CH:20]=[CH:19][CH:18]=[CH:17][C:14]=1[CH2:15]Br.C(=O)([O-])[O-].[Cs+].[Cs+].